Dataset: Forward reaction prediction with 1.9M reactions from USPTO patents (1976-2016). Task: Predict the product of the given reaction. (1) Given the reactants C[O:2][C:3](=[O:15])[CH2:4][C:5]1[CH:10]=[CH:9][C:8]([N+:11]([O-:13])=[O:12])=[C:7]([F:14])[CH:6]=1.Cl, predict the reaction product. The product is: [F:14][C:7]1[CH:6]=[C:5]([CH2:4][C:3]([OH:15])=[O:2])[CH:10]=[CH:9][C:8]=1[N+:11]([O-:13])=[O:12]. (2) Given the reactants [NH2:1][C:2]1[N:7]=[C:6]([NH2:8])[C:5]([O:9][C:10]2[C:11]([CH:22]([CH3:24])[CH3:23])=[CH:12][C:13](OC)=[C:14]([C:16](O)([CH3:18])[CH3:17])[CH:15]=2)=[CH:4][N:3]=1.FC(F)(F)[C:27](O)=[O:28].C([SiH](CC)CC)C.C([O-])(O)=O.[Na+], predict the reaction product. The product is: [CH:22]([C:11]1[C:12]([O:28][CH3:27])=[CH:13][C:14]([CH:16]([CH3:18])[CH3:17])=[CH:15][C:10]=1[O:9][C:5]1[C:6]([NH2:8])=[N:7][C:2]([NH2:1])=[N:3][CH:4]=1)([CH3:23])[CH3:24]. (3) Given the reactants C[Al](C)C.[NH:5]1[CH2:10][CH2:9][O:8][CH2:7][CH2:6]1.[Si:11]([O:18][CH2:19][C:20]1[N:21]=[C:22]([Cl:30])[S:23][C:24]=1[C:25](OCC)=[O:26])([C:14]([CH3:17])([CH3:16])[CH3:15])([CH3:13])[CH3:12].Cl, predict the reaction product. The product is: [Si:11]([O:18][CH2:19][C:20]1[N:21]=[C:22]([Cl:30])[S:23][C:24]=1[C:25]([N:5]1[CH2:10][CH2:9][O:8][CH2:7][CH2:6]1)=[O:26])([C:14]([CH3:17])([CH3:15])[CH3:16])([CH3:13])[CH3:12]. (4) Given the reactants [NH:1]1[C:5]2[CH:6]=[CH:7][C:8]([C:10]([OH:12])=O)=[CH:9][C:4]=2[N:3]=[N:2]1.CC[N:15]=C=NCCCN(C)C.Cl.C1C=CC2N(O)N=NC=2C=1.N, predict the reaction product. The product is: [NH:1]1[C:5]2[CH:6]=[CH:7][C:8]([C:10]([NH2:15])=[O:12])=[CH:9][C:4]=2[N:3]=[N:2]1. (5) Given the reactants C[Si]([N-][Si](C)(C)C)(C)C.[Li+].[C@H:11]([NH:15][C:16]1[S:17][C:18]2[CH:24]=[C:23]([CH2:25][C:26]#[N:27])[CH:22]=[CH:21][C:19]=2[N:20]=1)([CH2:13][CH3:14])[CH3:12].[F:28][C:29]1[CH:38]=[CH:37][CH:36]=[CH:35][C:30]=1[C:31](OC)=[O:32].Cl, predict the reaction product. The product is: [C@H:11]([NH:15][C:16]1[S:17][C:18]2[CH:24]=[C:23]([CH:25]([C:31]([C:30]3[CH:35]=[CH:36][CH:37]=[CH:38][C:29]=3[F:28])=[O:32])[C:26]#[N:27])[CH:22]=[CH:21][C:19]=2[N:20]=1)([CH2:13][CH3:14])[CH3:12]. (6) Given the reactants [H-].[Na+].[Cl:3][C:4]1[N:9]=[CH:8][C:7]([CH2:10][NH:11][C:12](=[O:27])[C:13](=[N:15][NH:16][C:17]2[CH:22]=[CH:21][C:20]([C:23]([F:26])([F:25])[F:24])=[CH:19][CH:18]=2)[CH3:14])=[CH:6][CH:5]=1.CI.[C:30](OCC)(=O)C, predict the reaction product. The product is: [Cl:3][C:4]1[N:9]=[CH:8][C:7]([CH2:10][NH:11][C:12](=[O:27])[C:13](=[N:15][N:16]([CH3:30])[C:17]2[CH:22]=[CH:21][C:20]([C:23]([F:24])([F:25])[F:26])=[CH:19][CH:18]=2)[CH3:14])=[CH:6][CH:5]=1. (7) Given the reactants Br[C:2]1[CH:3]=[C:4]2[C:12](=[CH:13][N:14]=1)[N:11]=[C:10]1[N:5]2[C:6]([CH3:16])([CH3:15])[CH2:7][CH2:8][O:9]1.[NH2:17][C:18]1[CH:23]=[CH:22][N:21]=[C:20]([Cl:24])[N:19]=1.C1(P(C2C=CC=CC=2)C2C3OC4C(=CC=CC=4P(C4C=CC=CC=4)C4C=CC=CC=4)C(C)(C)C=3C=CC=2)C=CC=CC=1.C(=O)([O-])[O-].[Cs+].[Cs+], predict the reaction product. The product is: [Cl:24][C:20]1[N:19]=[C:18]([NH:17][C:2]2[CH:3]=[C:4]3[C:12](=[CH:13][N:14]=2)[N:11]=[C:10]2[N:5]3[C:6]([CH3:16])([CH3:15])[CH2:7][CH2:8][O:9]2)[CH:23]=[CH:22][N:21]=1. (8) Given the reactants FC(F)(F)S(O[C:7]1[CH:12]=[CH:11][C:10]([O:13][C:14]2[CH:19]=[CH:18][C:17]([Cl:20])=[CH:16][CH:15]=2)=[CH:9][C:8]=1[CH2:21][CH2:22][CH3:23])(=O)=O.C([SiH](CCCCCCCC)CCCCCCCC)CCCCCCC.C(N(CC)CC)C.C1(PC2C=CC=CC=2)C=CC=CC=1.CN([CH:74]=[O:75])C, predict the reaction product. The product is: [Cl:20][C:17]1[CH:18]=[CH:19][C:14]([O:13][C:10]2[CH:11]=[CH:12][C:7]([CH:74]=[O:75])=[C:8]([CH2:21][CH2:22][CH3:23])[CH:9]=2)=[CH:15][CH:16]=1. (9) Given the reactants [Br:1][C:2]1[C:3]([N:12]2[CH2:17][CH2:16][N:15]([CH2:18][C:19]3[CH:24]=[CH:23][CH:22]=[CH:21][N:20]=3)[CH2:14][CH2:13]2)=[C:4]([N+:9]([O-])=O)[C:5]([NH2:8])=[N:6][CH:7]=1.[CH3:25][N:26]([CH3:35])[C:27]1[CH:34]=[CH:33][C:30]([CH:31]=O)=[CH:29][CH:28]=1.[O-]S(S([O-])=O)=O.[Na+].[Na+], predict the reaction product. The product is: [Br:1][C:2]1[C:3]([N:12]2[CH2:17][CH2:16][N:15]([CH2:18][C:19]3[CH:24]=[CH:23][CH:22]=[CH:21][N:20]=3)[CH2:14][CH2:13]2)=[C:4]2[N:9]=[C:31]([C:30]3[CH:33]=[CH:34][C:27]([N:26]([CH3:35])[CH3:25])=[CH:28][CH:29]=3)[NH:8][C:5]2=[N:6][CH:7]=1.